The task is: Predict the reaction yield, written as a fraction of the theoretical maximum amount of product (1.0 means a 100% yield; for example, 0.34 means a 34% yield).. This data is from Reaction yield outcomes from USPTO patents with 853,638 reactions. (1) The reactants are [CH:1]1([N:6]2[CH2:11][CH2:10][N:9]([C:12]([C:14]3[CH:15]=[C:16]4[C:20](=[CH:21][CH:22]=3)[NH:19][C:18]([C:23]([N:25]3[CH2:30][CH2:29][S:28](=[O:32])(=[O:31])[CH2:27][CH2:26]3)=[O:24])=[CH:17]4)=[O:13])[CH2:8][CH2:7]2)[CH2:5][CH2:4][CH2:3][CH2:2]1.[Cl:33][C:34]1[CH:39]=[CH:38][C:37](B(O)O)=[CH:36][CH:35]=1.N1C=CC=CC=1. The catalyst is ClCCl.C([O-])(=O)C.[Cu+2].C([O-])(=O)C. The product is [Cl:33][C:34]1[CH:39]=[CH:38][C:37]([N:19]2[C:20]3[C:16](=[CH:15][C:14]([C:12]([N:9]4[CH2:8][CH2:7][N:6]([CH:1]5[CH2:2][CH2:3][CH2:4][CH2:5]5)[CH2:11][CH2:10]4)=[O:13])=[CH:22][CH:21]=3)[CH:17]=[C:18]2[C:23]([N:25]2[CH2:30][CH2:29][S:28](=[O:31])(=[O:32])[CH2:27][CH2:26]2)=[O:24])=[CH:36][CH:35]=1. The yield is 0.340. (2) The reactants are [CH3:1][O:2][C:3]1[C:11]2[CH2:10][CH2:9][CH2:8][C:7]=2[C:6]([CH:12]=O)=[CH:5][C:4]=1[CH3:14].[C:15]([CH2:18][C:19](=[O:21])[CH3:20])(=[O:17])[CH3:16].[H][H]. The catalyst is C1(C)C=CC=CC=1.N1CCCCC1.C(O)(=O)C.CO.[Pd]. The product is [CH3:1][O:2][C:3]1[C:4]([CH3:14])=[CH:5][C:6]([CH2:12][CH:18]([C:19](=[O:21])[CH3:20])[C:15](=[O:17])[CH3:16])=[C:7]2[C:11]=1[CH2:10][CH2:9][CH2:8]2. The yield is 0.251. (3) The reactants are [CH:1]([C:3]1[C:11]2[C:6](=[CH:7][C:8]([Cl:13])=[C:9]([Cl:12])[CH:10]=2)[N:5]([C@@H:14]2[O:28][C@H:27]([CH2:29][O:30]C(C3C=CC(C)=CC=3)=O)[C@@H:16]([O:17]C(C3C=CC(C)=CC=3)=O)[CH2:15]2)[C:4]=1Cl)=[O:2].[CH3:41][O-:42].[Na+].CO.C(Cl)(Cl)Cl. The catalyst is CO. The product is [Cl:12][C:9]1[CH:10]=[C:11]2[C:6](=[CH:7][C:8]=1[Cl:13])[N:5]([C@@H:14]1[O:28][C@H:27]([CH2:16][OH:17])[C@@H:29]([OH:30])[CH2:15]1)[C:4]([O:42][CH3:41])=[C:3]2[CH:1]=[O:2]. The yield is 0.680. (4) The reactants are [CH:1]([N:4]1[CH2:9][CH2:8][CH:7]([O:10][C:11]2[CH:19]=[CH:18][C:17]3[N:16]4[C@H:20]([CH3:25])[CH2:21][NH:22][C:23](=[O:24])[C:15]4=[CH:14][C:13]=3[CH:12]=2)[CH2:6][CH2:5]1)([CH3:3])[CH3:2].[CH3:26][O:27][CH2:28][CH2:29]Br.[H-].[Na+]. No catalyst specified. The product is [CH:1]([N:4]1[CH2:9][CH2:8][CH:7]([O:10][C:11]2[CH:19]=[CH:18][C:17]3[N:16]4[C@H:20]([CH3:25])[CH2:21][N:22]([CH2:29][CH2:28][O:27][CH3:26])[C:23](=[O:24])[C:15]4=[CH:14][C:13]=3[CH:12]=2)[CH2:6][CH2:5]1)([CH3:3])[CH3:2]. The yield is 0.260. (5) The reactants are [N:1]1[CH:6]=[CH:5][CH:4]=[C:3]([C:7]2[CH2:11][CH:10]([C:12]3[CH:17]=[CH:16][CH:15]=[CH:14][C:13]=3[OH:18])[NH:9][N:8]=2)[CH:2]=1.[N:19]1[CH:24]=[CH:23][CH:22]=[CH:21][C:20]=1[C:25]1[S:29][C:28]([C:30](O)=[O:31])=[CH:27][CH:26]=1.CCN=C=NCCCN(C)C. The catalyst is C(Cl)Cl. The product is [N:1]1[CH:6]=[CH:5][CH:4]=[C:3]([C:7]2[CH2:11][CH:10]([C:12]3[CH:17]=[CH:16][CH:15]=[CH:14][C:13]=3[OH:18])[N:9]([C:30]([C:28]3[S:29][C:25]([C:20]4[CH:21]=[CH:22][CH:23]=[CH:24][N:19]=4)=[CH:26][CH:27]=3)=[O:31])[N:8]=2)[CH:2]=1. The yield is 0.720. (6) The reactants are CCOP(OCC)([CH2:6][C:7]#[N:8])=O.CC(C)([O-])C.[K+].O=[C:19]1[CH2:22][N:21]([C:23]([O:25][C:26]([CH3:29])([CH3:28])[CH3:27])=[O:24])[CH2:20]1. The catalyst is O1CCCC1.O.[Cl-].[Na+]. The product is [C:7]([CH:6]=[C:19]1[CH2:22][N:21]([C:23]([O:25][C:26]([CH3:29])([CH3:28])[CH3:27])=[O:24])[CH2:20]1)#[N:8]. The yield is 0.610.